From a dataset of Full USPTO retrosynthesis dataset with 1.9M reactions from patents (1976-2016). Predict the reactants needed to synthesize the given product. (1) Given the product [N:22]1([CH2:27][CH2:28][NH:29][C:30]([C:32]2[C:36]([CH3:37])=[C:35]([CH:38]=[C:14]3[C:13]4[C:17](=[CH:18][C:10]([C:8]5[CH:9]=[C:4]([CH:1]([CH3:3])[CH3:2])[CH:5]=[CH:6][C:7]=5[O:20][CH3:21])=[CH:11][CH:12]=4)[NH:16][C:15]3=[O:19])[NH:34][C:33]=2[CH3:40])=[O:31])[CH2:26][CH2:25][CH2:24][CH2:23]1, predict the reactants needed to synthesize it. The reactants are: [CH:1]([C:4]1[CH:5]=[CH:6][C:7]([O:20][CH3:21])=[C:8]([C:10]2[CH:18]=[C:17]3[C:13]([CH2:14][C:15](=[O:19])[NH:16]3)=[CH:12][CH:11]=2)[CH:9]=1)([CH3:3])[CH3:2].[N:22]1([CH2:27][CH2:28][NH:29][C:30]([C:32]2[C:36]([CH3:37])=[C:35]([CH:38]=O)[NH:34][C:33]=2[CH3:40])=[O:31])[CH2:26][CH2:25][CH2:24][CH2:23]1. (2) The reactants are: [CH3:1][C:2]1[C:10]2[CH2:9][O:8][C:7](=[O:11])[C:6]=2[CH:5]=[CH:4][C:3]=1[CH:12]1[CH2:14][O:13]1.[C:15]([N:22]1[CH2:27][CH2:26][NH:25][C@H:24]([CH2:28][OH:29])[CH2:23]1)([O:17][C:18]([CH3:21])([CH3:20])[CH3:19])=[O:16]. Given the product [OH:29][CH2:28][C@H:24]1[N:25]([CH2:14][CH:12]([OH:13])[C:3]2[CH:4]=[CH:5][C:6]3[C:7](=[O:11])[O:8][CH2:9][C:10]=3[C:2]=2[CH3:1])[CH2:26][CH2:27][N:22]([C:15]([O:17][C:18]([CH3:21])([CH3:20])[CH3:19])=[O:16])[CH2:23]1, predict the reactants needed to synthesize it. (3) Given the product [C:12]([C:10]1[S:11][C:3]2[C:2]([N:15]3[CH2:20][CH2:19][CH:18]([CH2:21][CH2:22][NH:23][C:24](=[O:30])[O:25][C:26]([CH3:28])([CH3:27])[CH3:29])[CH2:17][CH2:16]3)=[N:7][C:6]([CH3:8])=[N:5][C:4]=2[CH:9]=1)(=[O:13])[NH2:14], predict the reactants needed to synthesize it. The reactants are: Cl[C:2]1[C:3]2[S:11][C:10]([C:12]([NH2:14])=[O:13])=[CH:9][C:4]=2[N:5]=[C:6]([CH3:8])[N:7]=1.[NH:15]1[CH2:20][CH2:19][CH:18]([CH2:21][CH2:22][NH:23][C:24](=[O:30])[O:25][C:26]([CH3:29])([CH3:28])[CH3:27])[CH2:17][CH2:16]1.CCN(C(C)C)C(C)C. (4) The reactants are: [CH:1]1[C:9]([NH2:10])=[CH:8][C:7]2[CH2:11][CH2:12][N:5]3[C:6]=2[C:2]=1[C:3]1[CH2:17][CH2:16][CH2:15][CH2:14][CH2:13][C:4]=13.[CH:18]1([CH2:23][CH2:24][C:25](Cl)=[O:26])[CH2:22][CH2:21][CH2:20][CH2:19]1. Given the product [CH:18]1([CH2:23][CH2:24][C:25]([NH:10][C:9]2[CH:1]=[C:2]3[C:6]4=[C:7]([CH2:11][CH2:12][N:5]4[C:4]4[CH2:13][CH2:14][CH2:15][CH2:16][CH2:17][C:3]3=4)[CH:8]=2)=[O:26])[CH2:22][CH2:21][CH2:20][CH2:19]1, predict the reactants needed to synthesize it. (5) Given the product [I:11][C:12]1[CH:13]=[C:14]([CH:23]=[CH:24][CH:25]=1)[CH2:15][C:16]1[CH:17]=[C:18]([CH:21]=[O:22])[S:19][CH:20]=1, predict the reactants needed to synthesize it. The reactants are: C(Cl)(=O)C(Cl)=O.CS(C)=O.[I:11][C:12]1[CH:13]=[C:14]([CH:23]=[CH:24][CH:25]=1)[CH2:15][C:16]1[CH:17]=[C:18]([CH2:21][OH:22])[S:19][CH:20]=1.C(N(CC)CC)C.C([O-])(O)=O.[Na+]. (6) Given the product [NH2:1][C:2]1[N:3]=[CH:4][C:5]([C:20]2[CH:30]=[CH:29][C:23]([C:24]([N:26]([CH3:27])[CH3:28])=[O:25])=[CH:22][CH:21]=2)=[N:6][C:7]=1[C:8]1[O:9][C:10]([C:13]2[O:39][CH:16]=[CH:17][CH:18]=2)=[N:11][N:12]=1, predict the reactants needed to synthesize it. The reactants are: [NH2:1][C:2]1[N:3]=[CH:4][C:5]([C:20]2[CH:30]=[CH:29][C:23]([C:24]([N:26]([CH3:28])[CH3:27])=[O:25])=[CH:22][CH:21]=2)=[N:6][C:7]=1[C:8]1[O:9][C:10]([C:13]2[CH:18]=[CH:17][CH:16]=CC=2C)=[N:11][N:12]=1.NC1N=CC(C2C=CC(C(N(C)C)=O)=CC=2)=NC=1C1[O:39]C(C2C=CC(O)=CC=2)=NN=1.NC1N=CC(C2C=CC(C(N(C)C)=O)=CC=2)=NC=1C1OC(C2CC2)=NN=1.NC1N=CC(C2C=CC(C(N(C)C)=O)=CC=2)=NC=1C1OC(C2C=CC(OC)=CC=2)=NN=1.NC1N=CC(C2C=CC(C(N(C)C)=O)=CC=2)=NC=1C1OC(C2SC=CC=2C)=NN=1.NC1N=CC(C2C=CC(C(N(C)C)=O)=CC=2)=NC=1C1OC(C2C=CC=CC=2I)=NN=1.NC1N=CC(C2C=CC(C(N(C)C)=O)=CC=2)=NC=1C1OC(C2C=C(C)C=CC=2)=NN=1.NC1N=CC(C2C=CC(C(N(C)C)=O)=CC=2)=NC=1C1OC(C2C=CC=CC=2OC)=NN=1.NC1N=CC(C2C=CC(C(N(C)C)=O)=CC=2)=NC=1C1OC(C2SC(C)=CC=2)=NN=1.NC1N=CC(C2C=CC(C(N(C)C)=O)=CC=2)=NC=1C1OC(C2C=CSC=2)=NN=1. (7) Given the product [C:37]([O:41][C:42](=[O:70])[NH:43][C@@H:44]([C:64]1[CH:65]=[CH:66][CH:67]=[CH:68][CH:69]=1)[C:45]([N:47]1[CH2:51][CH2:50][CH2:49][C@H:48]1[C:52](=[O:63])[NH:53][C:54]1[N:55]=[C:56]2[N:60]([CH:61]=1)[CH:59]=[C:58]([Br:62])[S:57]2)=[O:46])([CH3:40])([CH3:38])[CH3:39], predict the reactants needed to synthesize it. The reactants are: Cl.BrC1SC2=NC(N)=CN2C=1.C(OC(N[C@@H](C1C=CC=CC=1)C(N1CCC[C@H]1C(O)=O)=O)=O)(C)(C)C.[C:37]([O:41][C:42](=[O:70])[NH:43][C@@H:44]([C:64]1[CH:69]=[CH:68][CH:67]=[CH:66][CH:65]=1)[C:45]([N:47]1[CH2:51][CH2:50][CH2:49][C@@H:48]1[C:52](=[O:63])[NH:53][C:54]1[N:55]=[C:56]2[N:60]([CH:61]=1)[CH:59]=[C:58]([Br:62])[S:57]2)=[O:46])([CH3:40])([CH3:39])[CH3:38].